Dataset: B-cell epitopes from PDB crystal structures with 447 antigens. Task: Token-level Classification. Given an antigen amino acid sequence, predict which amino acid positions are active epitope sites capable of antibody binding. Output is a list of indices for active positions. (1) Given the antigen sequence: AGELKVSTQTGSVRGLSLPVLDGHVSAFLGIPFAEPPLGRMRFLRPEPVKPWQHVLDATSYKPACYQMVDTSYPGFQGTEMWNPNRGMSEDCLYLNIWVPSPRPKDAPVLVWIYGGGFYSGAASLDVYDGRFLTYTQNVILVSLSYRVGAFGFLGLPGSPEAPGNMGLLDQRLALQWIQNNIHPFGGNPRAVTVFGESAGAASVGMHLLSTQSRTLFQRAILQSGGPNAPWATVTPAESRGRAALLGKQLGCHFNNDSELVSCLRSKNPQELIDEEWSVLPYKSIFRFPFVPVIDGDFFPDTPEAMLSSGNFKETQVLLGVVKDEGSYFLIYGLPGFSKDNESLISRADFLEGVRMSVPHANDIATDAVVLQYTDWQDQDNREKNREALDDIVGDHNVICPVVQFANDYAKRNSKVYAYLFDHRASNLLWPPWMGVPHGYEIEFVFGLPLNDSLNYTPQEKELSRRMMRYWANFARTGNPTDPAAWPTYTASQPQYVQLN..., which amino acid positions are active epitope sites? The epitope positions are: [65, 68, 69, 70, 71, 72, 73, 74, 75, 76, 79, 82, 83, 87, 269, 338, 339, 428]. The amino acids at these positions are: YVDTSYPGFQENPMQKDL. (2) Given the antigen sequence: STALRELIEELVNITQLCNGSMVWSINLTMYCAALESLINVSGCSAIEKTQRMLSGFCPHKVSAKIEVAQFVKDLLLHLKKLFREG, which amino acid positions are active epitope sites? The epitope positions are: [4, 7, 8, 76, 79, 80, 82, 83, 84, 85]. The amino acids at these positions are: RIELKKFREG. (3) Given the antigen sequence: PDCSQPLDVILLLDGSSSFPASYFDEKSFAKAFISKANIGPRLTQVSVLQYGSITTIDVPWNVVPEKAHLLSLVDVQREGGPSQIGDALGFAVRYLTSEHGARPGASKAVVILVTDVSVDSVDAAADAARSNRVTVFPIGIGDRYDAAQLRILAGPAGDSNVVKLQRIEDLPTVTLGNSFLHKLCS, which amino acid positions are active epitope sites? The epitope positions are: [40, 41, 42, 43, 44, 46, 59, 60, 61, 62, 63, 64, 65, 66, 67, 68, 69, 70, 71, 72... (30 total positions)]. The amino acids at these positions are: PRLTQSPWNVVPEKAHLLSLVDVQRHGARG. (4) Given the antigen sequence: LGGYMLGSAMSRPIIHFGSDYEDRYYRENMHRYPNQVYYRPMDEYSNQNNFVHDCVNITIKQHTVTTTTKGENFTETDVKMMERVVEQMCITQYERESQ, which amino acid positions are active epitope sites? The epitope positions are: [12, 14, 15, 16, 17, 18, 19, 20, 21, 22, 23, 24, 26, 27, 28, 30, 31, 72, 74, 79... (22 total positions)]. The amino acids at these positions are: PIHFGSDYEDRYRENHRNTKEE. (5) The epitope positions are: [8, 9, 10, 11, 15, 17, 19, 21, 22, 24, 26, 29, 30, 31, 32, 34, 48]. The amino acids at these positions are: EEDPRYTYFNQQCERKL. Given the antigen sequence: EKPDFCFLEEDPGICRGYITRYFYNNQTKQCERFKYGGCLGNMNNFETLEECKNICEDGH, which amino acid positions are active epitope sites? (6) Given the antigen sequence: TRVFKKASPNGKLTVYLGKRDFVDHIDLVDPVDGVVLVDPEYLKERRVYVTLTCAFRYGREDLDVLGLTFRKDLFVANVQSFPPAPEDKKPLTRLQERLIKKLGEHAYPFTFEIPPNLPCSVTLQPGPEDTGKACGVDYEVKAFCAENLEEKIHKRNSVRLVIRKVQYAPERPGPQPTAETTRQFLMSDKPLHLEASLDKEIYYHGEPISVNVHVTNNTNKTVKKIKISVRQYADICLFNTAQYKCPVAMEEADDTVAPSSTFCKVYTLTPFLANNREKRGLALDGKLKHEDTNLASSTLLREREILGIIVSYKVKVKLVVSRGGLLGDLASSDVAVELPFTLMHPKPKEEPP, which amino acid positions are active epitope sites? The epitope positions are: [1, 204, 205, 207, 269, 270, 271, 272, 273, 276, 291, 292, 293, 294, 344, 345, 349, 352]. The amino acids at these positions are: RHGPTPFLARDTNLHPEP.